The task is: Predict the reactants needed to synthesize the given product.. This data is from Full USPTO retrosynthesis dataset with 1.9M reactions from patents (1976-2016). (1) Given the product [Br:4][C:5]1[CH:17]=[CH:16][C:8]([O:9][CH2:10][C:11]([NH2:3])=[O:12])=[CH:7][CH:6]=1, predict the reactants needed to synthesize it. The reactants are: CO.[NH3:3].[Br:4][C:5]1[CH:17]=[CH:16][C:8]([O:9][CH2:10][C:11](OCC)=[O:12])=[CH:7][CH:6]=1. (2) Given the product [NH2:19][C:10]1[C:9]2[N:8]=[CH:7][N:6]([CH2:5][CH2:4][CH2:3][CH2:2][NH:1][C:33]([C:24]3[C:25]4[C:30](=[CH:29][CH:28]=[CH:27][CH:26]=4)[CH:31]=[CH:32][C:23]=3[O:22][CH2:20][CH3:21])=[O:34])[C:18]=2[C:17]2[CH:16]=[CH:15][CH:14]=[CH:13][C:12]=2[N:11]=1, predict the reactants needed to synthesize it. The reactants are: [NH2:1][CH2:2][CH2:3][CH2:4][CH2:5][N:6]1[C:18]2[C:17]3[CH:16]=[CH:15][CH:14]=[CH:13][C:12]=3[N:11]=[C:10]([NH2:19])[C:9]=2[N:8]=[CH:7]1.[CH2:20]([O:22][C:23]1[CH:32]=[CH:31][C:30]2[C:25](=[CH:26][CH:27]=[CH:28][CH:29]=2)[C:24]=1[C:33](Cl)=[O:34])[CH3:21]. (3) Given the product [NH2:16][C:13]1[N:12]=[CH:11][C:10]([C:9]#[C:8][C:7]2[C:2]([C:14]3[CH:15]=[CH:10][C:11]([C:19]([OH:22])=[O:20])=[N:12][CH:13]=3)=[N:3][CH:4]=[N:5][C:6]=2[CH2:17][CH3:18])=[CH:15][CH:14]=1, predict the reactants needed to synthesize it. The reactants are: Cl[C:2]1[C:7]([C:8]#[C:9][C:10]2[CH:11]=[N:12][C:13]([NH2:16])=[CH:14][CH:15]=2)=[C:6]([CH2:17][CH3:18])[N:5]=[CH:4][N:3]=1.[C:19]([O-:22])([O-])=[O:20].[Cs+].[Cs+].CO. (4) Given the product [F:1][C:2]1[C:7]([O:8][CH3:9])=[CH:6][C:5]([O:10][CH3:11])=[C:4]([F:12])[C:3]=1[N:13]1[CH2:18][C:17]2[CH:19]=[N:20][C:21]3[NH:25][C:24]([CH2:35][N:36]4[CH2:37][CH2:38][N:39]([CH2:42][CH3:43])[CH2:40][CH2:41]4)=[CH:23][C:22]=3[C:16]=2[N:15]([CH3:44])[C:14]1=[O:45], predict the reactants needed to synthesize it. The reactants are: [F:1][C:2]1[C:7]([O:8][CH3:9])=[CH:6][C:5]([O:10][CH3:11])=[C:4]([F:12])[C:3]=1[N:13]1[CH2:18][C:17]2[CH:19]=[N:20][C:21]3[N:25](S(C4C=CC=CC=4)(=O)=O)[C:24]([CH2:35][N:36]4[CH2:41][CH2:40][N:39]([CH2:42][CH3:43])[CH2:38][CH2:37]4)=[CH:23][C:22]=3[C:16]=2[N:15]([CH3:44])[C:14]1=[O:45].CC(C)([O-])C.[K+]. (5) Given the product [O:1]1[CH2:6][CH2:5][CH2:4][CH2:3][CH:2]1[O:7][C@@H:8]1[CH2:16][C@@H:11]2[O:12][CH:13]([OH:15])[CH2:14][C@@H:10]2[C@H:9]1/[CH:17]=[CH:18]/[C@@H:19]([O:32][CH:33]1[CH2:38][CH2:37][CH2:36][CH2:35][O:34]1)[CH2:20][O:21][C:22]1[CH:27]=[CH:26][CH:25]=[C:24]([C:28]([F:29])([F:30])[F:31])[CH:23]=1, predict the reactants needed to synthesize it. The reactants are: [O:1]1[CH2:6][CH2:5][CH2:4][CH2:3][CH:2]1[O:7][C@@H:8]1[CH2:16][C@@H:11]2[O:12][C:13](=[O:15])[CH2:14][C@@H:10]2[C@H:9]1/[CH:17]=[CH:18]/[C@@H:19]([O:32][CH:33]1[CH2:38][CH2:37][CH2:36][CH2:35][O:34]1)[CH2:20][O:21][C:22]1[CH:27]=[CH:26][CH:25]=[C:24]([C:28]([F:31])([F:30])[F:29])[CH:23]=1.CC(C[AlH]CC(C)C)C.